From a dataset of Full USPTO retrosynthesis dataset with 1.9M reactions from patents (1976-2016). Predict the reactants needed to synthesize the given product. (1) Given the product [CH2:14]([O:13][C:10]1[CH:9]=[C:8]([CH:18]=[CH:19][C:20]([NH:23][CH2:24][CH2:25][C:26]2[CH:31]=[C:30]([C:32]([CH3:33])([CH3:35])[CH3:34])[C:29]([OH:36])=[C:28]([C:37]([CH3:40])([CH3:39])[CH3:38])[CH:27]=2)=[O:22])[CH:7]=[C:6]([O:5][CH2:1][CH2:2][CH2:3][CH3:4])[C:11]=1[OH:12])[CH2:15][CH2:16][CH3:17], predict the reactants needed to synthesize it. The reactants are: [CH2:1]([O:5][C:6]1[CH:7]=[C:8]([CH:18]=[CH:19][C:20]([OH:22])=O)[CH:9]=[C:10]([O:13][CH2:14][CH2:15][CH2:16][CH3:17])[C:11]=1[OH:12])[CH2:2][CH2:3][CH3:4].[NH2:23][CH2:24][CH2:25][C:26]1[CH:31]=[C:30]([C:32]([CH3:35])([CH3:34])[CH3:33])[C:29]([OH:36])=[C:28]([C:37]([CH3:40])([CH3:39])[CH3:38])[CH:27]=1.C1C=CC2N(O)N=NC=2C=1.C1CCC(N=C=NC2CCCCC2)CC1. (2) Given the product [CH3:1][O:2][CH2:3][CH2:4][NH:5][CH2:15][CH2:14][C:13]([C:11]1[CH:10]=[CH:9][CH:8]=[C:7]([CH3:6])[N:12]=1)=[O:16], predict the reactants needed to synthesize it. The reactants are: [CH3:1][O:2][CH2:3][CH2:4][NH2:5].[CH3:6][C:7]1[N:12]=[C:11]([C:13](=[O:16])[CH:14]=[CH2:15])[CH:10]=[CH:9][CH:8]=1.[Cl-].[NH4+]. (3) Given the product [CH2:2]([O:4][C:5](=[O:13])[CH2:6][CH:7]1[CH2:12][CH2:11][N:10]([C:15]2[CH:20]=[CH:19][C:18]([C:21](=[O:23])[CH3:22])=[CH:17][CH:16]=2)[CH2:9][CH2:8]1)[CH3:3], predict the reactants needed to synthesize it. The reactants are: Cl.[CH2:2]([O:4][C:5](=[O:13])[CH2:6][CH:7]1[CH2:12][CH2:11][NH:10][CH2:9][CH2:8]1)[CH3:3].F[C:15]1[CH:20]=[CH:19][C:18]([C:21](=[O:23])[CH3:22])=[CH:17][CH:16]=1.C(=O)([O-])[O-].[K+].[K+].O. (4) Given the product [CH2:1]([C@:3]12[CH2:17][CH2:16][C:11]3([O:12][CH2:13][CH2:14][O:15]3)[CH2:10][C@H:9]1[CH2:8][CH2:7][O:6][C:5]1[CH:18]=[C:19]([C:22]([O:24][CH3:25])=[O:23])[CH:20]=[CH:21][C:4]2=1)[CH3:2].[CH2:26]([C@@:28]12[CH2:42][CH2:41][C:36]3([O:37][CH2:38][CH2:39][O:40]3)[CH2:35][C@@H:34]1[CH2:33][CH2:32][O:31][C:30]1[CH:43]=[C:44]([C:47]([O:49][CH3:50])=[O:48])[CH:45]=[CH:46][C:29]2=1)[CH3:27], predict the reactants needed to synthesize it. The reactants are: [CH:1]([C@:3]12[CH2:17][CH2:16][C:11]3([O:15][CH2:14][CH2:13][O:12]3)[CH2:10][C@H:9]1[CH2:8][CH2:7][O:6][C:5]1[CH:18]=[C:19]([C:22]([O:24][CH3:25])=[O:23])[CH:20]=[CH:21][C:4]2=1)=[CH2:2].[CH:26]([C@@:28]12[CH2:42][CH2:41][C:36]3([O:40][CH2:39][CH2:38][O:37]3)[CH2:35][C@@H:34]1[CH2:33][CH2:32][O:31][C:30]1[CH:43]=[C:44]([C:47]([O:49][CH3:50])=[O:48])[CH:45]=[CH:46][C:29]2=1)=[CH2:27]. (5) Given the product [CH3:20][C:10]1([CH3:34])[NH:11][C:12]2[N:19]=[CH:18][CH:17]=[CH:16][C:13]=2[C:14](=[O:15])[N:9]1[C:6]1[CH:7]=[CH:8][C:3]([C:1]#[CH:2])=[CH:4][CH:5]=1, predict the reactants needed to synthesize it. The reactants are: [C:1]([C:3]1[CH:8]=[CH:7][C:6]([N:9]2[C:14](=[O:15])[C:13]3[CH:16]=[CH:17][CH:18]=[N:19][C:12]=3[N:11]=[C:10]2/[CH:20]=C/C2C=C(OC)C(OC)=C(OC)C=2)=[CH:5][CH:4]=1)#[CH:2].[C:34]([O-])(O)=O.[Na+].